From a dataset of Catalyst prediction with 721,799 reactions and 888 catalyst types from USPTO. Predict which catalyst facilitates the given reaction. (1) Reactant: [N:1]1[CH:6]=[CH:5][C:4]([C:7]2[N:8]=[C:9]([NH2:12])[S:10][CH:11]=2)=[CH:3][CH:2]=1.[CH3:13][C:14]1[CH:15]=[C:16]([CH:19]=[CH:20][CH:21]=1)[CH:17]=O.[BH4-].[Na+]. Product: [CH3:13][C:14]1[CH:15]=[C:16]([CH:19]=[CH:20][CH:21]=1)[CH2:17][NH:12][C:9]1[S:10][CH:11]=[C:7]([C:4]2[CH:3]=[CH:2][N:1]=[CH:6][CH:5]=2)[N:8]=1. The catalyst class is: 20. (2) Reactant: [F:1][C:2]1[N:7]=[C:6]([C:8]#[N:9])[CH:5]=[C:4]([C:10]2[CH:11]=[N:12][C:13]([C:16]([F:19])([F:18])[F:17])=[CH:14][CH:15]=2)[CH:3]=1.[ClH:20]. Product: [ClH:20].[F:1][C:2]1[N:7]=[C:6]([CH2:8][NH2:9])[CH:5]=[C:4]([C:10]2[CH:11]=[N:12][C:13]([C:16]([F:17])([F:18])[F:19])=[CH:14][CH:15]=2)[CH:3]=1. The catalyst class is: 304. (3) Reactant: C([O:4][CH:5]1[C:9]2=[N:10][CH:11]=[C:12]([NH:28][C:29]([C:31]3[N:32]=[C:33]([C:36]4[C:41]([F:42])=[CH:40][CH:39]=[CH:38][C:37]=4[F:43])[S:34][CH:35]=3)=[O:30])[C:13]([N:14]3[CH2:19][CH2:18][CH2:17][C@H:16]([NH:20]C(OC(C)(C)C)=O)[CH2:15]3)=[C:8]2[CH2:7][CH2:6]1)(=O)C.CO.[OH-].[Na+].C(O)(C(F)(F)F)=O. Product: [NH2:20][C@H:16]1[CH2:17][CH2:18][CH2:19][N:14]([C:13]2[C:12]([NH:28][C:29]([C:31]3[N:32]=[C:33]([C:36]4[C:37]([F:43])=[CH:38][CH:39]=[CH:40][C:41]=4[F:42])[S:34][CH:35]=3)=[O:30])=[CH:11][N:10]=[C:9]3[CH:5]([OH:4])[CH2:6][CH2:7][C:8]=23)[CH2:15]1. The catalyst class is: 168. (4) Reactant: [CH2:1]([O:8][C:9]1[CH:14]=[CH:13][C:12]([C:15](=[O:17])[CH3:16])=[CH:11][C:10]=1[O:18][CH3:19])[C:2]1[CH:7]=[CH:6][CH:5]=[CH:4][CH:3]=1.[N+:20]([O-])([OH:22])=[O:21].O. Product: [CH2:1]([O:8][C:9]1[C:10]([O:18][CH3:19])=[CH:11][C:12]([C:15](=[O:17])[CH3:16])=[C:13]([N+:20]([O-:22])=[O:21])[CH:14]=1)[C:2]1[CH:3]=[CH:4][CH:5]=[CH:6][CH:7]=1. The catalyst class is: 15. (5) Reactant: [C:1]([N:4]1[C:13]2[C:8](=[CH:9][C:10]([N:14]3[CH2:19][CH2:18][N:17](C(OC(C)(C)C)=O)[CH2:16][CH2:15]3)=[CH:11][CH:12]=2)[C@H:7]([NH:27][C:28]2[CH:33]=[CH:32][C:31]([C:34]#[N:35])=[CH:30][CH:29]=2)[C@@H:6]([CH3:36])[C@@H:5]1[CH3:37])(=[O:3])[CH3:2].C(O)(C(F)(F)F)=O. Product: [C:1]([N:4]1[C:13]2[C:8](=[CH:9][C:10]([N:14]3[CH2:15][CH2:16][NH:17][CH2:18][CH2:19]3)=[CH:11][CH:12]=2)[C@H:7]([NH:27][C:28]2[CH:29]=[CH:30][C:31]([C:34]#[N:35])=[CH:32][CH:33]=2)[C@@H:6]([CH3:36])[C@@H:5]1[CH3:37])(=[O:3])[CH3:2]. The catalyst class is: 2.